From a dataset of Forward reaction prediction with 1.9M reactions from USPTO patents (1976-2016). Predict the product of the given reaction. (1) Given the reactants [CH3:1][O:2][C:3](=[O:37])[C@@H:4]([NH:14][C:15]([C:17]1[C:18]([CH3:36])=[N:19][C:20]([NH:24][CH2:25][C:26]#[C:27][C:28]2[CH:33]=[CH:32][CH:31]=[C:30]([OH:34])[C:29]=2[CH3:35])=[N:21][C:22]=1[CH3:23])=[O:16])[CH2:5][NH:6][C:7]([C:9]1[S:10][CH:11]=[CH:12][CH:13]=1)=[O:8], predict the reaction product. The product is: [CH3:1][O:2][C:3](=[O:37])[C@@H:4]([NH:14][C:15]([C:17]1[C:22]([CH3:23])=[N:21][C:20]([NH:24][CH2:25][CH2:26][CH2:27][C:28]2[CH:33]=[CH:32][CH:31]=[C:30]([OH:34])[C:29]=2[CH3:35])=[N:19][C:18]=1[CH3:36])=[O:16])[CH2:5][NH:6][C:7]([C:9]1[S:10][CH:11]=[CH:12][CH:13]=1)=[O:8]. (2) Given the reactants CC1C=CC(S([N:11]2[CH:15]=[C:14]([CH:16]=O)[CH:13]=[N:12]2)(=O)=O)=CC=1.[NH2:18][C:19]1[CH:24]=[CH:23][C:22]([Cl:25])=[CH:21][C:20]=1[CH2:26][C:27]([O-:29])=O.[NH2:18][C:19]1[CH:24]=[CH:23][C:22]([Cl:25])=[CH:21][C:20]=1[CH2:26][C:27]([O-:29])=O.[Ba+2].[SiH](CC)(CC)CC, predict the reaction product. The product is: [Cl:25][C:22]1[CH:21]=[C:20]2[C:19](=[CH:24][CH:23]=1)[N:18]([CH2:16][C:14]1[CH:15]=[N:11][NH:12][CH:13]=1)[C:27](=[O:29])[CH2:26]2. (3) Given the reactants [NH2:1][NH:2][C:3]([C:5]1[N:10]=[CH:9][CH:8]=[CH:7][N:6]=1)=[NH:4].[Cl:11][C:12]1[CH:13]=[CH:14][C:15]([OH:20])=[C:16]([CH:19]=1)[CH:17]=O, predict the reaction product. The product is: [Cl:11][C:12]1[CH:13]=[CH:14][C:15]([OH:20])=[C:16]([C:17]2[NH:1][N:2]=[C:3]([C:5]3[N:10]=[CH:9][CH:8]=[CH:7][N:6]=3)[N:4]=2)[CH:19]=1. (4) Given the reactants [Br:1][C:2]1[N:6]2[N:7]=[C:8](Cl)[CH:9]=[CH:10][C:5]2=[N:4][CH:3]=1.[OH-:12].[K+], predict the reaction product. The product is: [Br:1][C:2]1[N:6]2[NH:7][C:8](=[O:12])[CH:9]=[CH:10][C:5]2=[N:4][CH:3]=1. (5) Given the reactants [F:1][C:2]([F:19])([F:18])[C:3]1[CH:8]=[CH:7][C:6]([C:9]([F:12])([F:11])[F:10])=[CH:5][C:4]=1[CH2:13][CH2:14][C:15](O)=[O:16].[CH3:20][O:21][C:22]1[CH:23]=[C:24]([CH2:30][CH2:31][NH2:32])[CH:25]=[CH:26][C:27]=1[O:28][CH3:29], predict the reaction product. The product is: [F:1][C:2]([F:18])([F:19])[C:3]1[CH:8]=[CH:7][C:6]([C:9]([F:11])([F:10])[F:12])=[CH:5][C:4]=1[CH2:13][CH2:14][C:15]([NH:32][CH2:31][CH2:30][C:24]1[CH:25]=[CH:26][C:27]([O:28][CH3:29])=[C:22]([O:21][CH3:20])[CH:23]=1)=[O:16]. (6) Given the reactants O[C:2]1([C:30]2[C:39]3[C:34](=[CH:35][CH:36]=[CH:37][CH:38]=3)[CH:33]=[CH:32][CH:31]=2)[C:6]2[C:7]([CH3:27])=[C:8]([N:13]3[CH2:18][CH2:17][N:16]([C:19]4[CH:24]=[CH:23][C:22]([O:25][CH3:26])=[CH:21][CH:20]=4)[CH2:15][CH2:14]3)[C:9]([CH3:12])=[C:10]([CH3:11])[C:5]=2[O:4][C:3]1([CH3:29])[CH3:28], predict the reaction product. The product is: [CH3:28][C:3]1([CH3:29])[CH:2]([C:30]2[C:39]3[C:34](=[CH:35][CH:36]=[CH:37][CH:38]=3)[CH:33]=[CH:32][CH:31]=2)[C:6]2[C:7]([CH3:27])=[C:8]([N:13]3[CH2:14][CH2:15][N:16]([C:19]4[CH:20]=[CH:21][C:22]([O:25][CH3:26])=[CH:23][CH:24]=4)[CH2:17][CH2:18]3)[C:9]([CH3:12])=[C:10]([CH3:11])[C:5]=2[O:4]1.